Dataset: Experimentally validated miRNA-target interactions with 360,000+ pairs, plus equal number of negative samples. Task: Binary Classification. Given a miRNA mature sequence and a target amino acid sequence, predict their likelihood of interaction. (1) The miRNA is hsa-miR-6790-3p with sequence CGACCUCGGCGACCCCUCACU. The protein sequence of the target gene is MEPGLWLLFGLTVTSAAGFVPCSQSGDAGRRGVSQAPTAARSEGDCEETVAGPGEETVAGPGEGTVAPTALQGPSPGSPGQEQAAEGAPEHHRSRRCTCFTYKDKECVYYCHLDIIWINTPEQTVPYGLSNYRGSFRGKRSAGPLPGNLQLSHRPHLRCACVGRYDKACLHFCTQTLDVSSNSRTAEKTDKEEEGKVEVKDQQSKQALDLHHPKLMPGSGLALAPSTCPRCLFQEGAP. Result: 0 (no interaction). (2) The miRNA is hsa-miR-574-5p with sequence UGAGUGUGUGUGUGUGAGUGUGU. The protein sequence of the target gene is MDVHDLFRRLGAGAKFDTRRFSADAARFQIGKRKYDFDSSEVLQGLDFFGNKKSVPGVCGASQTHQKPQNGEKKEESLTERKREQSKKKRKTMTSEIASQEEGATIQWMSSVEAKIEDKKVQRESKLTSGKLENLRKEKINFLRNKHKIHVQGTDLPDPIATFQQLDQEYKINSRLLQNILDAGFQMPTPIQMQAIPVMLHGRELLASAPTGSGKTLAFSIPILMQLKQPANKGFRALIISPTRELASQIHRELIKISEGTGFRIHMIHKAAVAAKKFGPKSSKKFDILVTTPNRLIYLL.... Result: 1 (interaction). (3) The miRNA is hsa-miR-1247-3p with sequence CCCCGGGAACGUCGAGACUGGAGC. The protein sequence of the target gene is MLLLGLLQAGGSVLGQAMEKVTGGNLLSMLLIACAFTLSLVYLIRLAAGHLVQLPAGVKSPPYIFSPIPFLGHAIAFGKSPIEFLENAYEKYGPVFSFTMVGKTFTYLLGSDAAALLFNSKNEDLNAEDVYSRLTTPVFGKGVAYDVPNPVFLEQKKMLKSGLNIAHFKQHVSIIEKETKEYFESWGESGEKNVFEALSELIILTASHCLHGKEIRSQLNEKVAQLYADLDGGFSHAAWLLPGWLPLPSFRRRDRAHREIKDIFYKAIQKRRQSQEKIDDILQTLLDATYKDGRPLTDDE.... Result: 1 (interaction). (4) The miRNA is hsa-miR-4508 with sequence GCGGGGCUGGGCGCGCG. The protein sequence of the target gene is MSASPDDLSTGGRLQNMTVDECFQSRNTVLQGQPFGGVPTVLCLNIALWVLVLVVYSFLRKAAWDYGRLALLIHNDSLTSLIYGEQSEKTSPSETSLEMERRDKGFCSWFFNSITMKDEDLINKCGDDARIYIVFQYHLIIFVLIICIPSLGIILPINYTGSVLDWSSHFARTTIVNVSTESKLLWLHSLLSFFYFITNFMFMAHHCLGFAPRNSQKVTRTLMITYVPKDIEDPELIIKHFHEAYPGSVVTRVHFCYDVRNLIDLDDQRRHAMRGRLFYTAKAKKTGKVMIRIHPCARLC.... Result: 1 (interaction). (5) The miRNA is hsa-miR-4728-5p with sequence UGGGAGGGGAGAGGCAGCAAGCA. The protein sequence of the target gene is MEPLKFRDVAIEFSLEEWQCLDTIQQNLYRNVMLENYRNLVFLGIVVSKPDLITCLEQEKEPWTRKRHRMVAEPPVICSHFAQDFSPEQNIKDSFQKVTPRRYGKCEHENLQLSKSVDECKVQKGGYNGLNQCLPTTQSKIFQCDKYMKIFHKFSNLNGHKVRHTRKKPFKYKEFGKSFCIFSNLTQHKIICTRVNFYKCEDCGKAFNGSSIFTKHKRIHIGEKSYICEECGKACNQFTNLTTHKIIYTRDKLYKREECSKAFNLSSHITTHTIIHTGENPYKREECDKAFNQSLTLTTH.... Result: 1 (interaction). (6) The miRNA is ath-miR163 with sequence UUGAAGAGGACUUGGAACUUCGAU. The protein sequence of the target gene is MSERRVVVDLPTSASSSMPLQRRRASFRGPRSSSSLESPPASRTNAMSGLVRAPGVYVGTAPSGCIGGLGARVTRRALGISSVFLQGLRSSGLATVPAPGLERDHGAVEDLGGCLVEYMAKVHALEQVSQELETQLRMHLESKATRSGNWGALRASWASSCQQVGEAVLENARLMLQTETIQAGADDFKERYENEQPFRKAAEEEINSLYKVIDEANLTKMDLESQIESLKEELGSLSRNYEEDVKLLHKQLAGCELEQMDAPIGTGLDDILETIRIQWERDVEKNRVEAGALLQAKQQA.... Result: 0 (no interaction). (7) The miRNA is cel-miR-1019-5p with sequence GUGAGCAUUGUUCGAGUUUCAUUUU. The protein sequence of the target gene is MADLSLLQEDLQEDADGFGVDDYSSESDVIIIPSALDFVSQDEMLTPLGRLDKYAASENIFNRQMVARSLLDTLREVCDDERDCIAVLERISRLADDSEPTVRAELMEQVPHIALFCQENRPSIPYAFSKFLLPIVVRYLADQNNQVRKTSQAALLALLEQELIERFDVETKVCPVLIELTAPDSNDDVKTEAVAIMCKMAPMVGKDITERLILPRFCEMCCDCRMFHVRKVCAANFGDICSVVGQQATEEMLLPRFFQLCSDNVWGVRKACAECFMAVSCATCQEIRRTKLSALFINLI.... Result: 0 (no interaction).